Dataset: Full USPTO retrosynthesis dataset with 1.9M reactions from patents (1976-2016). Task: Predict the reactants needed to synthesize the given product. (1) Given the product [CH2:9]([N:16]1[CH2:21][CH2:20][C:19]2([CH2:4][O:22]2)[CH2:18][CH2:17]1)[C:10]1[CH:11]=[CH:12][CH:13]=[CH:14][CH:15]=1, predict the reactants needed to synthesize it. The reactants are: [H-].[Na+].[I-].[CH3:4][S+](C)(C)=O.[CH2:9]([N:16]1[CH2:21][CH2:20][C:19](=[O:22])[CH2:18][CH2:17]1)[C:10]1[CH:15]=[CH:14][CH:13]=[CH:12][CH:11]=1. (2) Given the product [C:1]1([C:16]2[CH:21]=[CH:20][CH:19]=[CH:18][CH:17]=2)[CH:6]=[CH:5][CH:4]=[CH:3][C:2]=1[NH:7][C:8]1[N:9]=[CH:10][N:11]=[C:12]([NH:14][C:33]([NH:32][C:27]2[CH:28]=[CH:29][CH:30]=[CH:31][C:26]=2[O:25][CH3:24])=[O:34])[N:13]=1, predict the reactants needed to synthesize it. The reactants are: [C:1]1([C:16]2[CH:21]=[CH:20][CH:19]=[CH:18][CH:17]=2)[CH:6]=[CH:5][CH:4]=[CH:3][C:2]=1[NH:7][C:8]1[N:13]=[C:12]([NH2:14])[N:11]=[C:10](Cl)[N:9]=1.[H-].[Na+].[CH3:24][O:25][C:26]1[CH:31]=[CH:30][CH:29]=[CH:28][C:27]=1[N:32]=[C:33]=[O:34].O. (3) Given the product [C:1]([N:5]([C:22](=[O:31])[C:23]1[CH:28]=[C:27]([CH3:29])[CH:26]=[C:25]([CH3:30])[CH:24]=1)[NH:6][C:7]([C:9]1[CH:20]=[CH:19][C:12]2[O:13][CH2:14][CH:15]([CH:17]=[N:40][OH:41])[O:16][C:11]=2[C:10]=1[CH3:21])=[O:8])([CH3:4])([CH3:3])[CH3:2], predict the reactants needed to synthesize it. The reactants are: [C:1]([N:5]([C:22](=[O:31])[C:23]1[CH:28]=[C:27]([CH3:29])[CH:26]=[C:25]([CH3:30])[CH:24]=1)[NH:6][C:7]([C:9]1[CH:20]=[CH:19][C:12]2[O:13][CH2:14][CH:15]([CH:17]=O)[O:16][C:11]=2[C:10]=1[CH3:21])=[O:8])([CH3:4])([CH3:3])[CH3:2].C(N(CC)CC)C.Cl.[NH2:40][OH:41]. (4) Given the product [NH2:1][S:2]([C:5]1[CH:6]=[CH:7][C:8]([N:11]2[C:15]([CH3:16])=[C:14]([Br:22])[C:13]([C:17]([O:19][CH2:20][CH3:21])=[O:18])=[N:12]2)=[CH:9][CH:10]=1)(=[O:3])=[O:4], predict the reactants needed to synthesize it. The reactants are: [NH2:1][S:2]([C:5]1[CH:10]=[CH:9][C:8]([N:11]2[C:15]([CH3:16])=[CH:14][C:13]([C:17]([O:19][CH2:20][CH3:21])=[O:18])=[N:12]2)=[CH:7][CH:6]=1)(=[O:4])=[O:3].[Br:22]Br.C(=O)(O)[O-].[Na+]. (5) Given the product [ClH:1].[F:2][C:3]1[CH:49]=[CH:48][CH:47]=[CH:46][C:4]=1[CH2:5][NH:6][C:7](=[O:45])[CH2:8][CH:9]1[C:15](=[O:16])[N:14]([C:17]2[CH:18]=[CH:19][C:20]([CH2:23][NH2:24])=[CH:21][CH:22]=2)[C:13]2[CH:32]=[CH:33][CH:34]=[CH:35][C:12]=2[N:11]([CH2:36][C:37]2[CH:38]=[CH:39][C:40]([OH:43])=[CH:41][CH:42]=2)[C:10]1=[O:44], predict the reactants needed to synthesize it. The reactants are: [ClH:1].[F:2][C:3]1[CH:49]=[CH:48][CH:47]=[CH:46][C:4]=1[CH2:5][NH:6][C:7](=[O:45])[CH2:8][CH:9]1[C:15](=[O:16])[N:14]([C:17]2[CH:22]=[CH:21][C:20]([CH2:23][NH:24]C(OC(C)(C)C)=O)=[CH:19][CH:18]=2)[C:13]2[CH:32]=[CH:33][CH:34]=[CH:35][C:12]=2[N:11]([CH2:36][C:37]2[CH:42]=[CH:41][C:40]([OH:43])=[CH:39][CH:38]=2)[C:10]1=[O:44]. (6) Given the product [Br:13][CH2:1][C:2]1[CH:11]=[CH:10][C:5]([C:6]([O:8][CH3:9])=[O:7])=[C:4]([OH:12])[CH:3]=1, predict the reactants needed to synthesize it. The reactants are: [CH3:1][C:2]1[CH:11]=[CH:10][C:5]([C:6]([O:8][CH3:9])=[O:7])=[C:4]([OH:12])[CH:3]=1.[Br:13]N1C(=O)CCC1=O. (7) Given the product [CH3:1][O:2][C:3]([C:5]1[CH:14]=[CH:13][C:12]2[C:7](=[C:8]([C:15]3[C:24]4[C:19](=[C:20]([CH2:25][O:26][C:27](=[O:29])[CH3:28])[CH:21]=[CH:22][CH:23]=4)[CH:18]=[CH:17][CH:16]=3)[CH:9]=[CH:10][CH:11]=2)[N:6]=1)=[O:4], predict the reactants needed to synthesize it. The reactants are: [CH3:1][O:2][C:3]([C:5]1[CH:14]=[CH:13][C:12]2[C:7](=[C:8]([C:15]3[C:24]4[C:19](=[C:20]([CH2:25][OH:26])[CH:21]=[CH:22][CH:23]=4)[CH:18]=[CH:17][CH:16]=3)[CH:9]=[CH:10][CH:11]=2)[N:6]=1)=[O:4].[C:27](OC(=O)C)(=[O:29])[CH3:28]. (8) Given the product [CH3:1][C:2]1([CH3:22])[C:10]2[N:9]=[C:8]([C:11]3[C:12]([CH3:21])=[CH:13][C:14]([CH3:20])=[C:15]([CH:19]=3)[C:16]([N:24]3[CH2:29][CH2:28][CH:27]([C:30]4[CH:37]=[CH:36][C:33]([C:34]#[N:35])=[CH:32][CH:31]=4)[CH2:26][CH2:25]3)=[O:17])[NH:7][C:6]=2[CH2:5][O:4][CH2:3]1, predict the reactants needed to synthesize it. The reactants are: [CH3:1][C:2]1([CH3:22])[C:10]2[N:9]=[C:8]([C:11]3[C:12]([CH3:21])=[CH:13][C:14]([CH3:20])=[C:15]([CH:19]=3)[C:16](O)=[O:17])[NH:7][C:6]=2[CH2:5][O:4][CH2:3]1.Cl.[NH:24]1[CH2:29][CH2:28][CH:27]([C:30]2[CH:37]=[CH:36][C:33]([C:34]#[N:35])=[CH:32][CH:31]=2)[CH2:26][CH2:25]1.F[P-](F)(F)(F)(F)F.N1(OC(N(C)C)=[N+](C)C)C2C=CC=CC=2N=N1.CCN(C(C)C)C(C)C. (9) Given the product [NH2:1][C:2]1[C:3]([C:26]([NH2:30])=[O:28])=[N:4][C:5]([C:8]2[CH:13]=[C:12]([C:14]#[C:15][C@:16]3([OH:23])[CH2:20][CH2:19][N:18]([CH3:21])[C:17]3=[O:22])[C:11]([F:24])=[CH:10][C:9]=2[F:25])=[CH:6][CH:7]=1, predict the reactants needed to synthesize it. The reactants are: [NH2:1][C:2]1[C:3]([C:26]([O:28]C)=O)=[N:4][C:5]([C:8]2[CH:13]=[C:12]([C:14]#[C:15][C@:16]3([OH:23])[CH2:20][CH2:19][N:18]([CH3:21])[C:17]3=[O:22])[C:11]([F:24])=[CH:10][C:9]=2[F:25])=[CH:6][CH:7]=1.[NH3:30]. (10) Given the product [F:29][C:26]1[CH:27]=[CH:28][C:23]2[N:24]([C:30]([C:31]#[N:32])=[C:21]([C:9]3[CH:14]=[N:13][CH:12]=[C:11]([C:15]([OH:18])([CH3:16])[CH3:17])[CH:10]=3)[N:22]=2)[CH:25]=1, predict the reactants needed to synthesize it. The reactants are: CC1(C)C(C)(C)OB([C:9]2[CH:10]=[C:11]([C:15]([OH:18])([CH3:17])[CH3:16])[CH:12]=[N:13][CH:14]=2)O1.Cl[C:21]1[N:22]=[C:23]2[CH:28]=[CH:27][C:26]([F:29])=[CH:25][N:24]2[C:30]=1[C:31]#[N:32].C1(P(C2CCCCC2)C2C=CC=CC=2C2C(OC)=CC=CC=2OC)CCCCC1.[O-]P([O-])([O-])=O.[K+].[K+].[K+].